Dataset: Full USPTO retrosynthesis dataset with 1.9M reactions from patents (1976-2016). Task: Predict the reactants needed to synthesize the given product. (1) Given the product [C:12]([O:16][C:17]([N:19]1[CH:2]=[C:3]([CH:4]([O:8][CH2:9][CH3:10])[O:5][CH2:6][CH3:7])[N:21]=[C:20]1[NH2:22])=[O:18])([CH3:15])([CH3:13])[CH3:14], predict the reactants needed to synthesize it. The reactants are: Br[CH2:2][C:3](=O)[CH:4]([O:8][CH2:9][CH3:10])[O:5][CH2:6][CH3:7].[C:12]([O:16][C:17]([NH:19][C:20]([NH2:22])=[NH:21])=[O:18])([CH3:15])([CH3:14])[CH3:13]. (2) Given the product [Br:11][C:12]1[CH:13]=[C:14]([CH:18]=[CH:19][CH:20]=1)[C:15]([C:2]1[C:3]([C:9]#[N:10])=[N:4][CH:5]=[C:6]([CH3:8])[CH:7]=1)=[O:16], predict the reactants needed to synthesize it. The reactants are: Br[C:2]1[C:3]([C:9]#[N:10])=[N:4][CH:5]=[C:6]([CH3:8])[CH:7]=1.[Br:11][C:12]1[CH:13]=[C:14]([CH:18]=[CH:19][CH:20]=1)[C:15](Cl)=[O:16]. (3) The reactants are: [O:1]([C:8]1[N:13]=[CH:12][C:11]([CH:14]=O)=[CH:10][CH:9]=1)[C:2]1[CH:7]=[CH:6][CH:5]=[CH:4][CH:3]=1.[N+:16]([CH3:19])([O-:18])=[O:17].C([O-])(=O)C.[NH4+].[BH4-].[Na+]. Given the product [N+:16]([CH2:19][CH2:14][C:11]1[CH:10]=[CH:9][C:8]([O:1][C:2]2[CH:7]=[CH:6][CH:5]=[CH:4][CH:3]=2)=[N:13][CH:12]=1)([O-:18])=[O:17], predict the reactants needed to synthesize it.